The task is: Predict the reactants needed to synthesize the given product.. This data is from Full USPTO retrosynthesis dataset with 1.9M reactions from patents (1976-2016). (1) Given the product [CH:1]1([CH2:4][O:5][C:6]2[N:11]=[C:10]([C:12]([NH:24][C:23]([C:25]3[S:26][CH:27]=[CH:28][N:29]=3)([CH3:30])[CH3:22])=[O:14])[CH:9]=[CH:8][C:7]=2[N:15]2[CH2:19][CH2:18][CH2:17][S:16]2(=[O:21])=[O:20])[CH2:2][CH2:3]1, predict the reactants needed to synthesize it. The reactants are: [CH:1]1([CH2:4][O:5][C:6]2[N:11]=[C:10]([C:12]([OH:14])=O)[CH:9]=[CH:8][C:7]=2[N:15]2[CH2:19][CH2:18][CH2:17][S:16]2(=[O:21])=[O:20])[CH2:3][CH2:2]1.[CH3:22][C:23]([CH3:30])([C:25]1[S:26][CH:27]=[CH:28][N:29]=1)[NH2:24]. (2) Given the product [ClH:1].[Cl:1][C:2]1[CH:3]=[C:4]([C:9]2[C:10]([N:15]3[CH2:16][CH2:17][N:18]([CH2:27][C:26]4[C:22]([CH3:21])=[N:23][N:24]([C:30]5[CH:35]=[CH:34][CH:33]=[CH:32][CH:31]=5)[C:25]=4[CH3:29])[CH2:19][CH2:20]3)=[N:11][CH:12]=[CH:13][N:14]=2)[CH:5]=[CH:6][C:7]=1[Cl:8], predict the reactants needed to synthesize it. The reactants are: [Cl:1][C:2]1[CH:3]=[C:4]([C:9]2[C:10]([N:15]3[CH2:20][CH2:19][NH:18][CH2:17][CH2:16]3)=[N:11][CH:12]=[CH:13][N:14]=2)[CH:5]=[CH:6][C:7]=1[Cl:8].[CH3:21][C:22]1[C:26]([CH:27]=O)=[C:25]([CH3:29])[N:24]([C:30]2[CH:35]=[CH:34][CH:33]=[CH:32][CH:31]=2)[N:23]=1.C(O[BH-](OC(=O)C)OC(=O)C)(=O)C.[Na+]. (3) Given the product [Cl:1][C:2]1[CH:7]=[CH:6][C:5]([Cl:8])=[CH:4][C:3]=1[C:13]([C:12]1[CH:16]=[CH:17][CH:18]=[C:10]([Br:9])[CH:11]=1)=[O:14], predict the reactants needed to synthesize it. The reactants are: [Cl:1][C:2]1[CH:7]=[CH:6][C:5]([Cl:8])=[CH:4][CH:3]=1.[Br:9][C:10]1[CH:11]=[C:12]([CH:16]=[CH:17][CH:18]=1)[C:13](Cl)=[O:14].[Cl-].[Al+3].[Cl-].[Cl-].C(=O)(O)[O-].[Na+]. (4) Given the product [CH:1]1([NH:6][C:7]2[CH:8]=[C:9]([O:25][CH3:26])[CH:10]=[C:11]3[C:15]=2[NH:14][C:13]([C:16]2[S:17][CH2:18][C@@H:19]([CH2:21][C:22]([NH:39][CH3:37])=[O:23])[N:20]=2)=[CH:12]3)[CH2:5][CH2:4][CH2:3][CH2:2]1, predict the reactants needed to synthesize it. The reactants are: [CH:1]1([NH:6][C:7]2[CH:8]=[C:9]([O:25][CH3:26])[CH:10]=[C:11]3[C:15]=2[NH:14][C:13]([C:16]2[S:17][CH2:18][C@@H:19]([CH2:21][C:22](O)=[O:23])[N:20]=2)=[CH:12]3)[CH2:5][CH2:4][CH2:3][CH2:2]1.CN.C(Cl)CCl.C1C=CC2N(O)N=[N:39][C:37]=2C=1.C(=O)(O)[O-].[Na+]. (5) Given the product [Cl:1][C:2]1[CH:3]=[C:4]([C:13]2[O:14][C:15]3[CH:21]=[C:20]([O:22][CH2:26][C@@H:25]([NH:27][C:28](=[O:34])[O:29][C:30]([CH3:31])([CH3:33])[CH3:32])[CH3:24])[CH:19]=[CH:18][C:16]=3[N:17]=2)[CH:5]=[CH:6][C:7]=1[O:8][CH2:9][CH:10]1[CH2:11][CH2:12]1, predict the reactants needed to synthesize it. The reactants are: [Cl:1][C:2]1[CH:3]=[C:4]([C:13]2[O:14][C:15]3[CH:21]=[C:20]([OH:22])[CH:19]=[CH:18][C:16]=3[N:17]=2)[CH:5]=[CH:6][C:7]=1[O:8][CH2:9][CH:10]1[CH2:12][CH2:11]1.O[CH2:24][C@@H:25]([NH:27][C:28](=[O:34])[O:29][C:30]([CH3:33])([CH3:32])[CH3:31])[CH3:26].C1(P(C2C=CC=CC=2)C2C=CC=CC=2)C=CC=CC=1.C1(C)C=CC=CC=1.N(C(OC(C)C)=O)=NC(OC(C)C)=O. (6) Given the product [CH3:13][O:12][C:10]1[C:6]2[C:7](=[O:9])[O:8][CH:15]=[N:14][C:5]=2[CH:4]=[C:3]([O:2][CH3:1])[CH:11]=1, predict the reactants needed to synthesize it. The reactants are: [CH3:1][O:2][C:3]1[CH:4]=[C:5]([NH2:14])[C:6](=[C:10]([O:12][CH3:13])[CH:11]=1)[C:7]([OH:9])=[O:8].[CH2:15](OC(OCC)OCC)C. (7) Given the product [CH3:10][O:9][CH:8]([O:11][CH3:12])[C:5]1[CH:6]=[CH:7][C:2]([CH:21]=[O:22])=[N:3][CH:4]=1, predict the reactants needed to synthesize it. The reactants are: Br[C:2]1[CH:7]=[CH:6][C:5]([CH:8]([O:11][CH3:12])[O:9][CH3:10])=[CH:4][N:3]=1.C([Mg]Cl)(C)C.CN([CH:21]=[O:22])C.